This data is from Reaction yield outcomes from USPTO patents with 853,638 reactions. The task is: Predict the reaction yield, written as a fraction of the theoretical maximum amount of product (1.0 means a 100% yield; for example, 0.34 means a 34% yield). (1) The reactants are Cl[C:2]1[C:7]([CH3:8])=[C:6]([N:9]([CH:17]2[CH2:19][CH2:18]2)C(=O)OC(C)(C)C)[N:5]2[N:20]=[CH:21][C:22]([CH:23]=[O:24])=[C:4]2[N:3]=1.[N:25]1([C:31]2[N:38]=[CH:37][CH:36]=[CH:35][C:32]=2[C:33]#[N:34])[CH2:30][CH2:29][NH:28][CH2:27][CH2:26]1. The catalyst is C(O)(C)C. The product is [CH:17]1([NH:9][C:6]2[N:5]3[N:20]=[CH:21][C:22]([CH:23]=[O:24])=[C:4]3[N:3]=[C:2]([N:28]3[CH2:29][CH2:30][N:25]([C:31]4[N:38]=[CH:37][CH:36]=[CH:35][C:32]=4[C:33]#[N:34])[CH2:26][CH2:27]3)[C:7]=2[CH3:8])[CH2:18][CH2:19]1. The yield is 0.580. (2) The reactants are C[O:2][C:3]([C@@H:5]1[O:9][C:8](=[O:10])[N:7]([C:11]2[CH:12]=[C:13]3[C:18](=[C:19]([F:21])[CH:20]=2)[N:17]([CH3:22])[C:16](=[O:23])[CH2:15][CH2:14]3)[CH2:6]1)=O.[NH3:24]. The catalyst is CO. The product is [F:21][C:19]1[CH:20]=[C:11]([N:7]2[CH2:6][C@H:5]([C:3]([NH2:24])=[O:2])[O:9][C:8]2=[O:10])[CH:12]=[C:13]2[C:18]=1[N:17]([CH3:22])[C:16](=[O:23])[CH2:15][CH2:14]2. The yield is 0.650. (3) The reactants are [Na].[CH:2]([CH:4]([CH2:7][C:8]#[N:9])[C:5]#[N:6])=O.[C:10]([NH2:14])([CH3:13])([CH3:12])[CH3:11].[OH-].[K+]. The catalyst is C(O)C.C(O)(=O)C. The product is [NH2:9][C:8]1[N:14]([C:10]([CH3:13])([CH3:12])[CH3:11])[CH:2]=[C:4]([C:5]#[N:6])[CH:7]=1. The yield is 0.630. (4) The reactants are [O:1]1[CH2:6][CH2:5][N:4]([C:7]2[CH:8]=[C:9]([OH:13])[CH:10]=[CH:11][CH:12]=2)[CH2:3][CH2:2]1.C[Si]([N-][Si](C)(C)C)(C)C.[Na+].F[C:25]1[C:26]([N+:31]([O-:33])=[O:32])=[N:27][CH:28]=[CH:29][CH:30]=1. The catalyst is C1COCC1. The product is [N+:31]([C:26]1[C:25]([O:13][C:9]2[CH:8]=[C:7]([N:4]3[CH2:3][CH2:2][O:1][CH2:6][CH2:5]3)[CH:12]=[CH:11][CH:10]=2)=[CH:30][CH:29]=[CH:28][N:27]=1)([O-:33])=[O:32]. The yield is 0.720. (5) The reactants are [CH2:1]([NH:5][C:6]1[N:7]=[CH:8][C:9]2[NH:14][CH:13]=[C:12]([CH:15]3[CH2:20][CH2:19][CH:18]([O:21][Si:22]([C:25]([CH3:28])([CH3:27])[CH3:26])([CH3:24])[CH3:23])[CH2:17][CH2:16]3)[C:10]=2[N:11]=1)[CH2:2][CH2:3][CH3:4].I[C:30]1[CH:42]=[CH:41][C:33]([CH2:34][N:35]2[CH2:40][CH2:39][O:38][CH2:37][CH2:36]2)=[CH:32][CH:31]=1.CNC1CCCCC1NC. The catalyst is CN1C(=O)CCC1.CCOC(C)=O.[Cu]I. The product is [CH2:1]([NH:5][C:6]1[N:7]=[CH:8][C:9]2[N:14]([C:30]3[CH:31]=[CH:32][C:33]([CH2:34][N:35]4[CH2:40][CH2:39][O:38][CH2:37][CH2:36]4)=[CH:41][CH:42]=3)[CH:13]=[C:12]([CH:15]3[CH2:16][CH2:17][CH:18]([O:21][Si:22]([C:25]([CH3:27])([CH3:26])[CH3:28])([CH3:23])[CH3:24])[CH2:19][CH2:20]3)[C:10]=2[N:11]=1)[CH2:2][CH2:3][CH3:4]. The yield is 0.990. (6) The reactants are [CH2:1]([N:8]1[C:12]([C:13]2[CH:18]=[CH:17][CH:16]=[CH:15][CH:14]=2)=[CH:11][CH:10]=[C:9]1[C:19]1[CH:20]=[C:21]2[C:26](=[CH:27][CH:28]=1)[CH:25]=[C:24]([O:29][CH:30]([CH2:35][C:36]1[CH:41]=[CH:40][CH:39]=[CH:38][CH:37]=1)[C:31]([O:33]C)=[O:32])[CH:23]=[CH:22]2)[C:2]1[CH:7]=[CH:6][CH:5]=[CH:4][CH:3]=1. The catalyst is O. The product is [CH2:1]([N:8]1[C:12]([C:13]2[CH:14]=[CH:15][CH:16]=[CH:17][CH:18]=2)=[CH:11][CH:10]=[C:9]1[C:19]1[CH:20]=[C:21]2[C:26](=[CH:27][CH:28]=1)[CH:25]=[C:24]([O:29][CH:30]([CH2:35][C:36]1[CH:41]=[CH:40][CH:39]=[CH:38][CH:37]=1)[C:31]([OH:33])=[O:32])[CH:23]=[CH:22]2)[C:2]1[CH:7]=[CH:6][CH:5]=[CH:4][CH:3]=1. The yield is 0.900. (7) The reactants are C(OC([N:8]1[CH2:14][CH2:13][C:12]2[CH:15]=[CH:16][C:17]([C:19]#[N:20])=[CH:18][C:11]=2[CH2:10][CH2:9]1)=O)(C)(C)C.FC(F)(F)C(O)=O. The catalyst is ClCCl. The product is [C:19]([C:17]1[CH:16]=[CH:15][C:12]2[CH2:13][CH2:14][NH:8][CH2:9][CH2:10][C:11]=2[CH:18]=1)#[N:20]. The yield is 0.440. (8) The reactants are Cl.[N:2]1[CH:7]=[CH:6][CH:5]=[CH:4][C:3]=1[C:8]1[CH2:9][CH2:10][NH:11][CH2:12][CH:13]=1.C=O.[F:16][C:17]1[CH:25]=[CH:24][C:20]([C:21]([NH2:23])=[O:22])=[CH:19][C:18]=1[CH3:26].[C:27](=O)([O-])[O-].[K+].[K+]. The catalyst is C(O)C. The product is [N:2]1[CH:7]=[CH:6][CH:5]=[CH:4][C:3]=1[C:8]1[CH2:9][CH2:10][N:11]([CH2:27][NH:23][C:21](=[O:22])[C:20]2[CH:24]=[CH:25][C:17]([F:16])=[C:18]([CH3:26])[CH:19]=2)[CH2:12][CH:13]=1. The yield is 0.280. (9) The reactants are [Br:1][C:2]1[C:3]([CH3:12])=[C:4]([C:10]#[N:11])[C:5](=[O:9])[NH:6][C:7]=1[CH3:8].[BH4-].[Na+].Cl. The catalyst is CO. The product is [NH2:11][CH2:10][C:4]1[C:5](=[O:9])[NH:6][C:7]([CH3:8])=[C:2]([Br:1])[C:3]=1[CH3:12]. The yield is 0.940. (10) The reactants are [NH2:1][CH2:2][C:3]1[N:7]=[C:6]([C@H:8]([CH2:17][CH2:18][CH2:19][CH:20]2[CH2:25][CH2:24][CH2:23][CH2:22][CH2:21]2)[CH2:9][C:10]([O:12][C:13]([CH3:16])([CH3:15])[CH3:14])=[O:11])[O:5][N:4]=1.C1C(=O)[N:30](OC(ON2C(=O)CCC2=O)=O)[C:28](=[O:29])C1.N. The catalyst is CC#N. The product is [NH2:30][C:28]([NH:1][CH2:2][C:3]1[N:7]=[C:6]([C@H:8]([CH2:17][CH2:18][CH2:19][CH:20]2[CH2:21][CH2:22][CH2:23][CH2:24][CH2:25]2)[CH2:9][C:10]([O:12][C:13]([CH3:15])([CH3:16])[CH3:14])=[O:11])[O:5][N:4]=1)=[O:29]. The yield is 0.730.